Dataset: Full USPTO retrosynthesis dataset with 1.9M reactions from patents (1976-2016). Task: Predict the reactants needed to synthesize the given product. Given the product [NH2:16][C:17](=[O:60])[C:18]([CH3:58])([CH3:59])[CH2:19][NH:20][C:21]([C@H:23]([CH:55]([CH3:56])[CH3:57])[CH2:24][C@@H:25]1[O:29][CH2:28][N:27]([C:30]([O:32][CH2:33][O:6][C:5]([C:2]2([OH:1])[CH2:4][CH2:3]2)=[O:7])=[O:31])[C@H:26]1[CH2:35][C@H:36]([CH2:40][C:41]1[CH:46]=[CH:45][C:44]([O:47][CH3:48])=[C:43]([O:49][CH2:50][CH2:51][CH2:52][O:53][CH3:54])[CH:42]=1)[CH:37]([CH3:38])[CH3:39])=[O:22], predict the reactants needed to synthesize it. The reactants are: [OH:1][C:2]1([C:5]([OH:7])=[O:6])[CH2:4][CH2:3]1.[I-].[Cs+].C(=O)([O-])[O-].[Cs+].[Cs+].[NH2:16][C:17](=[O:60])[C:18]([CH3:59])([CH3:58])[CH2:19][NH:20][C:21]([C@H:23]([CH:55]([CH3:57])[CH3:56])[CH2:24][C@@H:25]1[O:29][CH2:28][N:27]([C:30]([O:32][CH2:33]Cl)=[O:31])[C@H:26]1[CH2:35][C@H:36]([CH2:40][C:41]1[CH:46]=[CH:45][C:44]([O:47][CH3:48])=[C:43]([O:49][CH2:50][CH2:51][CH2:52][O:53][CH3:54])[CH:42]=1)[CH:37]([CH3:39])[CH3:38])=[O:22].